Dataset: Peptide-MHC class II binding affinity with 134,281 pairs from IEDB. Task: Regression. Given a peptide amino acid sequence and an MHC pseudo amino acid sequence, predict their binding affinity value. This is MHC class II binding data. (1) The peptide sequence is VKEIPPRLLYAKSSP. The MHC is DRB1_1501 with pseudo-sequence DRB1_1501. The binding affinity (normalized) is 0.205. (2) The peptide sequence is YYSEPTSENNAHHVC. The MHC is DRB1_1101 with pseudo-sequence DRB1_1101. The binding affinity (normalized) is 0.163. (3) The peptide sequence is YKTLRAEQA. The MHC is DRB1_0401 with pseudo-sequence DRB1_0401. The binding affinity (normalized) is 0.0380. (4) The peptide sequence is FTNFKVAYSKSLKEL. The MHC is DRB1_0301 with pseudo-sequence DRB1_0301. The binding affinity (normalized) is 0.511. (5) The binding affinity (normalized) is 0.515. The peptide sequence is MAATYNFAVLKLMGRFTKF. The MHC is DRB5_0101 with pseudo-sequence DRB5_0101.